Dataset: Reaction yield outcomes from USPTO patents with 853,638 reactions. Task: Predict the reaction yield, written as a fraction of the theoretical maximum amount of product (1.0 means a 100% yield; for example, 0.34 means a 34% yield). (1) The reactants are [Cl:1][C:2]1[CH:3]=[C:4]([CH:12]([CH2:17][CH:18]2[CH2:23][CH2:22][O:21][CH2:20][CH2:19]2)[C:13](=[O:16])[CH:14]=[CH2:15])[CH:5]=[CH:6][C:7]=1[S:8]([CH3:11])(=[O:10])=[O:9].[O:24]1[CH2:29][CH2:28][CH2:27][CH2:26][CH:25]1[O:30][CH2:31][C:32]1[S:36][C:35]([CH:37]=[O:38])=[N:34][CH:33]=1.C(N(CC)CC)C. The catalyst is C(O)C.[Cl-].C([N+]1C(C)=C(CCO)SC=1)C1C=CC=CC=1.C(OCC)(=O)C. The product is [Cl:1][C:2]1[CH:3]=[C:4]([CH:12]([CH2:17][CH:18]2[CH2:23][CH2:22][O:21][CH2:20][CH2:19]2)[C:13](=[O:16])[CH2:14][CH2:15][C:37]([C:35]2[S:36][C:32]([CH2:31][O:30][CH:25]3[CH2:26][CH2:27][CH2:28][CH2:29][O:24]3)=[CH:33][N:34]=2)=[O:38])[CH:5]=[CH:6][C:7]=1[S:8]([CH3:11])(=[O:9])=[O:10]. The yield is 0.430. (2) The reactants are [CH2:1]([C:3]1[N:8]([C:9]2[CH:14]=[CH:13][C:12]([O:15][CH:16]3[CH2:21][CH2:20][CH2:19][CH:18]([OH:22])[CH2:17]3)=[CH:11][CH:10]=2)[C:7](=[O:23])[C:6]([CH2:24][C:25]2[CH:30]=[CH:29][C:28]([C:31]3[CH:36]=[CH:35][CH:34]=[CH:33][C:32]=3[C:37]3[NH:41][C:40](=[O:42])[O:39][N:38]=3)=[CH:27][CH:26]=2)=[C:5]([CH2:43][CH2:44][CH3:45])[N:4]=1)[CH3:2].CC(OI1(OC(C)=O)(OC(C)=O)OC(=O)C2C1=CC=CC=2)=O. The catalyst is ClCCl.C(OCC)(=O)C. The product is [CH2:1]([C:3]1[N:8]([C:9]2[CH:10]=[CH:11][C:12]([O:15][CH:16]3[CH2:21][CH2:20][CH2:19][C:18](=[O:22])[CH2:17]3)=[CH:13][CH:14]=2)[C:7](=[O:23])[C:6]([CH2:24][C:25]2[CH:30]=[CH:29][C:28]([C:31]3[CH:36]=[CH:35][CH:34]=[CH:33][C:32]=3[C:37]3[NH:41][C:40](=[O:42])[O:39][N:38]=3)=[CH:27][CH:26]=2)=[C:5]([CH2:43][CH2:44][CH3:45])[N:4]=1)[CH3:2]. The yield is 0.760. (3) The reactants are [CH3:1][O:2][C:3](=[O:12])[C:4]1[CH:9]=[CH:8][C:7]([NH2:10])=[C:6]([OH:11])[CH:5]=1.[C:13](Cl)(=O)[CH3:14].C1(C)C=CC(S([O-])(=O)=O)=CC=1.[NH+]1C=CC=CC=1.C(N(CC)CC)C. The catalyst is C1(C)C(C)=CC=CC=1.C(OCC)(=O)C. The product is [CH3:1][O:2][C:3]([C:4]1[CH:9]=[CH:8][C:7]2[N:10]=[C:13]([CH3:14])[O:11][C:6]=2[CH:5]=1)=[O:12]. The yield is 0.804. (4) The reactants are [Al+3].[Cl-].[Cl-].[Cl-].[NH2:5][C:6]1[CH:7]=[C:8]([CH:10]=[CH:11][C:12]=1[CH3:13])[NH2:9].C[O:15][C:16](=O)[C:17]1[CH:22]=[CH:21][C:20]([CH2:23][N:24]2[CH2:29][CH2:28][N:27]([CH3:30])[CH2:26][CH2:25]2)=[CH:19][CH:18]=1.C(C(C(C([O-])=O)O)O)([O-])=O.[Na+].[K+].C([O-])(O)=O.[Na+]. The catalyst is C1(C)C=CC=CC=1.C(#N)C.COC(C)(C)C. The product is [NH2:5][C:6]1[CH:7]=[C:8]([NH:9][C:16](=[O:15])[C:17]2[CH:18]=[CH:19][C:20]([CH2:23][N:24]3[CH2:25][CH2:26][N:27]([CH3:30])[CH2:28][CH2:29]3)=[CH:21][CH:22]=2)[CH:10]=[CH:11][C:12]=1[CH3:13]. The yield is 0.750.